From a dataset of Full USPTO retrosynthesis dataset with 1.9M reactions from patents (1976-2016). Predict the reactants needed to synthesize the given product. (1) The reactants are: Br[C:2]1[CH:3]=[CH:4][C:5]2[NH:6][C:7]3[C:12]([C:13]=2[CH:14]=1)=[CH:11][CH:10]=[CH:9][CH:8]=3.[CH:15]1[C:23]2[C:22]3[CH:24]=[CH:25][CH:26]=[CH:27][C:21]=3[O:20][C:19]=2[C:18](B(O)O)=[CH:17][CH:16]=1.C1(C)C=CC=CC=1P(C1C=CC=CC=1C)C1C=CC=CC=1C.C(=O)([O-])[O-].[K+].[K+]. Given the product [CH:4]1[C:5]2[NH:6][C:7]3[C:12](=[CH:11][CH:10]=[CH:9][CH:8]=3)[C:13]=2[CH:14]=[C:2]([C:27]2[C:21]3[O:20][C:19]4[CH:18]=[CH:17][CH:16]=[CH:15][C:23]=4[C:22]=3[CH:24]=[CH:25][CH:26]=2)[CH:3]=1, predict the reactants needed to synthesize it. (2) Given the product [CH3:28][N:27]([CH3:29])[C:25]([C:19]1[N:20]=[CH:21][C:22]([O:12][C:9]2[C:10]3[C:5]([CH:6]=[C:7]([C:13]([O:15][CH3:16])=[O:14])[CH:8]=2)=[N:4][N:3]([CH2:1][CH3:2])[CH:11]=3)=[CH:23][C:18]=1[F:17])=[O:26], predict the reactants needed to synthesize it. The reactants are: [CH2:1]([N:3]1[CH:11]=[C:10]2[C:5]([CH:6]=[C:7]([C:13]([O:15][CH3:16])=[O:14])[CH:8]=[C:9]2[OH:12])=[N:4]1)[CH3:2].[F:17][C:18]1[C:19]([C:25]([N:27]([CH3:29])[CH3:28])=[O:26])=[N:20][CH:21]=[C:22](F)[CH:23]=1.